Predict the reaction yield, written as a fraction of the theoretical maximum amount of product (1.0 means a 100% yield; for example, 0.34 means a 34% yield). From a dataset of Reaction yield outcomes from USPTO patents with 853,638 reactions. (1) The reactants are [NH2:1][S:2]([C:5]1[CH:10]=[CH:9][C:8]([N:11]2[C:15]([C:16]3[CH:21]=[CH:20][C:19]([Cl:22])=[CH:18][CH:17]=3)=[CH:14][C:13]([C:23]([O:25][CH3:26])=[O:24])=[N:12]2)=[CH:7][CH:6]=1)(=[O:4])=[O:3].[CH3:27]C[O-].[Na+].CCO.O. The catalyst is C(O)C. The product is [NH2:1][S:2]([C:5]1[CH:10]=[CH:9][C:8]([N:11]2[C:15]([C:16]3[CH:21]=[CH:20][C:19]([Cl:22])=[CH:18][CH:17]=3)=[CH:14][C:13]([C:23]([O:25][CH2:26][CH3:27])=[O:24])=[N:12]2)=[CH:7][CH:6]=1)(=[O:4])=[O:3]. The yield is 0.700. (2) The reactants are [CH3:1][CH:2]([CH2:8][C:9]1[CH:14]=[CH:13][N:12]=[CH:11][CH:10]=1)[C:3]([O:5][CH2:6][CH3:7])=[O:4].ClC1C=CC=C(C(OO)=O)C=1.C[Si]([C:30]#[N:31])(C)C.CN(C)C(Cl)=O. The catalyst is C(OCC)(=O)C.O. The product is [C:30]([C:13]1[CH:14]=[C:9]([CH2:8][CH:2]([CH3:1])[C:3]([O:5][CH2:6][CH3:7])=[O:4])[CH:10]=[CH:11][N:12]=1)#[N:31]. The yield is 0.760. (3) The reactants are [CH2:1]1[CH:5]([OH:6])[CH2:4][NH:3][CH2:2]1.[C:7]1([NH:13][C:14]([C:16]2[CH:21]=[C:20](Br)[CH:19]=[CH:18][N:17]=2)=[O:15])[CH:12]=[CH:11][CH:10]=[CH:9][CH:8]=1.C(Cl)(Cl)Cl.CO. The catalyst is C(O)CCC. The product is [C:7]1([NH:13][C:14]([C:16]2[CH:21]=[C:20]([N:3]3[CH2:2][CH2:1][CH:5]([OH:6])[CH2:4]3)[CH:19]=[CH:18][N:17]=2)=[O:15])[CH:8]=[CH:9][CH:10]=[CH:11][CH:12]=1. The yield is 0.610. (4) The reactants are [Br:1][C:2]1[CH:7]=[CH:6][C:5](I)=[CH:4][N:3]=1.C([Li])CCC.[CH3:14][C:15]([CH3:17])=[O:16]. The catalyst is C1COCC1.CCOCC. The product is [Br:1][C:2]1[N:3]=[CH:4][C:5]([C:15]([OH:16])([CH3:17])[CH3:14])=[CH:6][CH:7]=1. The yield is 0.640. (5) The reactants are C(NC(C)C)(C)C.C([Li])CCC.[CH3:13][S:14][C:15]1[CH:20]=[CH:19][C:18]([CH2:21][C:22]([OH:24])=[O:23])=[CH:17][CH:16]=1.I[CH2:26][CH:27]1[CH2:31][CH2:30][CH2:29][CH2:28]1. The catalyst is O1CCCC1.CN1CCCN(C)C1=O. The product is [CH:27]1([CH2:26][CH:21]([C:18]2[CH:17]=[CH:16][C:15]([S:14][CH3:13])=[CH:20][CH:19]=2)[C:22]([OH:24])=[O:23])[CH2:31][CH2:30][CH2:29][CH2:28]1. The yield is 0.350. (6) The reactants are Br[C:2]1[C:3]2[N:4]([C:9]([C:19]3[CH:24]=[CH:23][N:22]=[C:21]([NH2:25])[N:20]=3)=[C:10]([C:12]3[CH:17]=[CH:16][CH:15]=[C:14]([CH3:18])[N:13]=3)[N:11]=2)[CH:5]=[C:6]([CH3:8])[CH:7]=1.[N:26]1[CH:31]=[CH:30][CH:29]=[CH:28][C:27]=1[CH2:32][CH2:33][NH2:34].CC([O-])(C)C.[Na+].C1(P(C2CCCCC2)C2C=CC=CC=2C2C=CC=CC=2N(C)C)CCCCC1. The catalyst is O1CCOCC1.CC([O-])=O.CC([O-])=O.[Pd+2].O. The product is [NH2:25][C:21]1[N:20]=[C:19]([C:9]2[N:4]3[CH:5]=[C:6]([CH3:8])[CH:7]=[C:2]([NH:34][CH2:33][CH2:32][C:27]4[CH:28]=[CH:29][CH:30]=[CH:31][N:26]=4)[C:3]3=[N:11][C:10]=2[C:12]2[CH:17]=[CH:16][CH:15]=[C:14]([CH3:18])[N:13]=2)[CH:24]=[CH:23][N:22]=1. The yield is 0.0500. (7) The reactants are [N:1]1[C:10]2[C:5](=[C:6]([CH2:11]O)[CH:7]=[CH:8][CH:9]=2)[CH:4]=[CH:3][CH:2]=1.C1C=CC(P([N:27]=[N+:28]=[N-:29])(C2C=CC=CC=2)=O)=CC=1.C1CCN2C(=NCCC2)CC1. The catalyst is C1(C)C=CC=CC=1.Cl.C(OCC)(=O)C. The product is [N:27]([CH2:11][C:6]1[CH:7]=[CH:8][CH:9]=[C:10]2[C:5]=1[CH:4]=[CH:3][CH:2]=[N:1]2)=[N+:28]=[N-:29]. The yield is 0.440. (8) The reactants are [NH2:1][C:2]1[N:6]([C:7]2[CH:15]=[CH:14][C:10]([C:11](O)=[O:12])=[CH:9][CH:8]=2)[N:5]=[C:4]([C:16]([CH3:19])([CH3:18])[CH3:17])[CH:3]=1.B.Cl. The catalyst is C1COCC1. The product is [NH2:1][C:2]1[N:6]([C:7]2[CH:15]=[CH:14][C:10]([CH2:11][OH:12])=[CH:9][CH:8]=2)[N:5]=[C:4]([C:16]([CH3:19])([CH3:18])[CH3:17])[CH:3]=1. The yield is 0.450.